Dataset: Full USPTO retrosynthesis dataset with 1.9M reactions from patents (1976-2016). Task: Predict the reactants needed to synthesize the given product. The reactants are: [Cl:1][C:2]1[CH:7]=[C:6]([O:8][C:9]2[C:18]3[C:13](=[CH:14][C:15]([OH:21])=[C:16]([O:19][CH3:20])[CH:17]=3)[N:12]=[CH:11][N:10]=2)[CH:5]=[CH:4][C:3]=1[NH:22][C:23](=[O:27])[N:24]([CH3:26])[CH3:25].C(=O)([O-])[O-].[K+].[K+].Cl.Cl[CH2:36][C:37]1[CH:42]=[CH:41][N:40]=[CH:39][CH:38]=1.O. Given the product [Cl:1][C:2]1[CH:7]=[C:6]([O:8][C:9]2[C:18]3[C:13](=[CH:14][C:15]([O:21][CH2:36][C:37]4[CH:42]=[CH:41][N:40]=[CH:39][CH:38]=4)=[C:16]([O:19][CH3:20])[CH:17]=3)[N:12]=[CH:11][N:10]=2)[CH:5]=[CH:4][C:3]=1[NH:22][C:23](=[O:27])[N:24]([CH3:26])[CH3:25], predict the reactants needed to synthesize it.